This data is from Catalyst prediction with 721,799 reactions and 888 catalyst types from USPTO. The task is: Predict which catalyst facilitates the given reaction. Reactant: [O:1]=[C:2]1[N:11]([CH2:12][CH2:13][CH2:14][NH:15][CH2:16][CH2:17][CH2:18][CH2:19][NH:20][CH2:21][CH2:22][CH2:23][N:24]2[C:33](=[O:34])[C:32]3[C:27](=[CH:28][CH:29]=[CH:30][CH:31]=3)[NH:26][C:25]2=[O:35])[C:10](=[O:36])[C:9]2[C:4](=[CH:5][CH:6]=[CH:7][CH:8]=2)[NH:3]1.[C:37](O[C:37]([O:39][C:40]([CH3:43])([CH3:42])[CH3:41])=[O:38])([O:39][C:40]([CH3:43])([CH3:42])[CH3:41])=[O:38]. Product: [C:40]([O:39][C:37](=[O:38])[N:15]([CH2:14][CH2:13][CH2:12][N:11]1[C:10](=[O:36])[C:9]2[C:4](=[CH:5][CH:6]=[CH:7][CH:8]=2)[NH:3][C:2]1=[O:1])[CH2:16][CH2:17][CH2:18][CH2:19][NH:20][CH2:21][CH2:22][CH2:23][N:24]1[C:33](=[O:34])[C:32]2[C:27](=[CH:28][CH:29]=[CH:30][CH:31]=2)[NH:26][C:25]1=[O:35])([CH3:43])([CH3:42])[CH3:41]. The catalyst class is: 17.